This data is from Forward reaction prediction with 1.9M reactions from USPTO patents (1976-2016). The task is: Predict the product of the given reaction. (1) Given the reactants C1N=CN(C(N2C=NC=C2)=O)C=1.[NH2:13][C:14]1[C:15]([C:27]([OH:29])=O)=[N:16][C:17]([NH:20][C:21]2[CH:26]=[CH:25][CH:24]=[CH:23][CH:22]=2)=[CH:18][N:19]=1.[CH3:30][O:31][C:32]1[CH:38]=[CH:37][CH:36]=[CH:35][C:33]=1[NH2:34], predict the reaction product. The product is: [NH2:13][C:14]1[C:15]([C:27]([NH:34][C:33]2[CH:35]=[CH:36][CH:37]=[CH:38][C:32]=2[O:31][CH3:30])=[O:29])=[N:16][C:17]([NH:20][C:21]2[CH:22]=[CH:23][CH:24]=[CH:25][CH:26]=2)=[CH:18][N:19]=1. (2) Given the reactants C(=O)(O)O.[NH2:5][C:6]([NH2:8])=[NH:7].[H-].[Na+].[CH3:11][C:12]1[O:16][C:15]([C:17]([C:19](=[C:22](SC)[S:23][CH3:24])[C:20]#[N:21])=O)=[CH:14][CH:13]=1, predict the reaction product. The product is: [NH2:7][C:6]1[N:8]=[C:17]([C:15]2[O:16][C:12]([CH3:11])=[CH:13][CH:14]=2)[C:19]([C:20]#[N:21])=[C:22]([S:23][CH3:24])[N:5]=1. (3) The product is: [CH:7]1([NH:6][C:10]2[C:9]([C:40]3[C:35]([O:34][CH3:33])=[N:36][C:37]([O:44][CH3:45])=[CH:38][CH:39]=3)=[CH:14][N:13]=[C:12]([NH2:15])[N:11]=2)[CH2:8][CH2:28][CH2:29][CH2:31]1. Given the reactants CC(C)(C[N:6]1[C:10]2[N:11]=[C:12]([NH:15]C3C=CC(N4CCNCC4)=CN=3)[N:13]=[CH:14][C:9]=2[C:8]2[CH:28]=[CH:29]N=[CH:31][C:7]1=2)CO.[CH3:33][O:34][C:35]1[C:40](B(O)O)=[CH:39][CH:38]=[C:37]([O:44][CH3:45])[N:36]=1.C1(P(C2CCCCC2)C2C(OC)=CC=CC=2OC)CCCCC1, predict the reaction product. (4) Given the reactants [Cl:1][C:2]1[CH:7]=[CH:6][C:5]([C:8]2[CH:13]=[CH:12][CH:11]=[CH:10][C:9]=2[N+:14]([O-])=O)=[CH:4][CH:3]=1.C1(P(C2C=CC=CC=2)C2C=CC=CC=2)C=CC=CC=1, predict the reaction product. The product is: [Cl:1][C:2]1[CH:7]=[CH:6][C:5]2[C:8]3[C:9](=[CH:10][CH:11]=[CH:12][CH:13]=3)[NH:14][C:4]=2[CH:3]=1. (5) Given the reactants [F:1][C:2]1[CH:10]=[C:9]([C:11]2[CH:12]=[N:13][C:14]([O:17][CH2:18][CH:19]3[CH2:24][CH2:23][N:22]([CH2:25][C:26]([F:29])([CH3:28])[CH3:27])[CH2:21][CH2:20]3)=[CH:15][CH:16]=2)[CH:8]=[CH:7][C:3]=1[C:4](O)=[O:5].[NH:30]1[CH2:35][CH2:34][CH2:33][C@@H:32]([OH:36])[CH2:31]1.CCN(C(C)C)C(C)C.CCN=C=NCCCN(C)C.C1C=CC2N(O)N=NC=2C=1, predict the reaction product. The product is: [F:1][C:2]1[CH:10]=[C:9]([C:11]2[CH:12]=[N:13][C:14]([O:17][CH2:18][CH:19]3[CH2:20][CH2:21][N:22]([CH2:25][C:26]([F:29])([CH3:28])[CH3:27])[CH2:23][CH2:24]3)=[CH:15][CH:16]=2)[CH:8]=[CH:7][C:3]=1[C:4]([N:30]1[CH2:35][CH2:34][CH2:33][C@@H:32]([OH:36])[CH2:31]1)=[O:5].